This data is from Reaction yield outcomes from USPTO patents with 853,638 reactions. The task is: Predict the reaction yield, written as a fraction of the theoretical maximum amount of product (1.0 means a 100% yield; for example, 0.34 means a 34% yield). The reactants are [H-].[Na+].[CH3:3][S:4]([NH2:7])(=[O:6])=[O:5].[CH2:8]([C:10]1[N:14]([C:15]2[CH:16]=[C:17]([CH:21]3[C:30]([CH3:32])([CH3:31])[CH2:29][C:28]4[C:23](=[CH:24][CH:25]=[C:26]([C:33](O)=[O:34])[CH:27]=4)[NH:22]3)[CH:18]=[CH:19][CH:20]=2)[N:13]=[N:12][N:11]=1)[CH3:9].C(N1C=CN=C1)(N1C=CN=C1)=O. The catalyst is CN(C)C=O. The product is [CH2:8]([C:10]1[N:14]([C:15]2[CH:16]=[C:17]([CH:21]3[C:30]([CH3:31])([CH3:32])[CH2:29][C:28]4[C:23](=[CH:24][CH:25]=[C:26]([C:33]([NH:7][S:4]([CH3:3])(=[O:6])=[O:5])=[O:34])[CH:27]=4)[NH:22]3)[CH:18]=[CH:19][CH:20]=2)[N:13]=[N:12][N:11]=1)[CH3:9]. The yield is 0.400.